This data is from Reaction yield outcomes from USPTO patents with 853,638 reactions. The task is: Predict the reaction yield, written as a fraction of the theoretical maximum amount of product (1.0 means a 100% yield; for example, 0.34 means a 34% yield). (1) The reactants are [CH3:1][CH:2]1[CH2:6][C:5]2[C:7]([CH3:19])=[C:8]([N:13]3[CH2:18][CH2:17][NH:16][CH2:15][CH2:14]3)[C:9]([CH3:12])=[C:10]([CH3:11])[C:4]=2[O:3]1.[Br:20][C:21]1[CH:26]=[CH:25][C:24](Br)=[CH:23][CH:22]=1. No catalyst specified. The product is [Br:20][C:21]1[CH:26]=[CH:25][C:24]([N:16]2[CH2:15][CH2:14][N:13]([C:8]3[C:9]([CH3:12])=[C:10]([CH3:11])[C:4]4[O:3][CH:2]([CH3:1])[CH2:6][C:5]=4[C:7]=3[CH3:19])[CH2:18][CH2:17]2)=[CH:23][CH:22]=1. The yield is 0.550. (2) The reactants are [C:1]1([CH2:7][CH2:8][C:9]([NH:11][C:12]2[CH:21]=[CH:20][C:15]([C:16](OC)=[O:17])=[CH:14][CH:13]=2)=[O:10])[CH:6]=[CH:5][CH:4]=[CH:3][CH:2]=1.O.[NH2:23][NH2:24]. The catalyst is CCO. The product is [NH:23]([C:16]([C:15]1[CH:20]=[CH:21][C:12]([NH:11][C:9](=[O:10])[CH2:8][CH2:7][C:1]2[CH:6]=[CH:5][CH:4]=[CH:3][CH:2]=2)=[CH:13][CH:14]=1)=[O:17])[NH2:24]. The yield is 0.770. (3) The reactants are I[C:2]1[CH:7]=[CH:6][C:5]([I:8])=[CH:4][CH:3]=1.[Li]CCCC.[O:14]1[C:18]2([CH2:23][CH2:22][C:21](=[O:24])[CH2:20][CH2:19]2)[O:17][CH2:16][CH2:15]1.C[Si](Cl)(C)C. The catalyst is C1COCC1. The product is [I:8][C:5]1[CH:6]=[CH:7][C:2]([C:21]2([OH:24])[CH2:22][CH2:23][C:18]3([O:17][CH2:16][CH2:15][O:14]3)[CH2:19][CH2:20]2)=[CH:3][CH:4]=1. The yield is 0.666. (4) The reactants are [CH:1]1([CH2:7][C@H:8]([NH:12][C:13](=[O:19])[O:14][C:15]([CH3:18])([CH3:17])[CH3:16])[C@H:9]2[CH2:11][O:10]2)[CH2:6][CH2:5][CH2:4][CH2:3][CH2:2]1.C(N(CC)CC)C. The catalyst is CO.[Pd]. The product is [CH:1]1([CH2:7][C@H:8]([NH:12][C:13](=[O:19])[O:14][C:15]([CH3:18])([CH3:17])[CH3:16])[C@H:9]([OH:10])[CH3:11])[CH2:2][CH2:3][CH2:4][CH2:5][CH2:6]1. The yield is 0.700. (5) The reactants are Cl.[NH2:2][CH2:3][C:4]1[CH:12]=[CH:11][CH:10]=[C:9]2[C:5]=1[C:6](=[O:22])[N:7]([CH:14]1[CH2:19][CH2:18][C:17](=[O:20])[NH:16][C:15]1=[O:21])[C:8]2=[O:13].N12CCCN=C1CCCCC2.[F:34][C:35]1[CH:40]=[CH:39][C:38]([CH2:41][C:42](O)=[O:43])=[CH:37][CH:36]=1.Cl.CN(C)CCCN=C=NCC. The catalyst is CC#N. The product is [O:21]=[C:15]1[CH:14]([N:7]2[C:6](=[O:22])[C:5]3[C:9](=[CH:10][CH:11]=[CH:12][C:4]=3[CH2:3][NH:2][C:42](=[O:43])[CH2:41][C:38]3[CH:39]=[CH:40][C:35]([F:34])=[CH:36][CH:37]=3)[C:8]2=[O:13])[CH2:19][CH2:18][C:17](=[O:20])[NH:16]1. The yield is 0.650. (6) The reactants are B([C:4]1[CH:5]=[C:6]([CH:10]=[CH:11][CH:12]=1)[C:7]([OH:9])=[O:8])(O)O.Br[C:14]1[CH:19]=[CH:18][CH:17]=[CH:16][N:15]=1.C(=O)([O-])[O-].[K+].[K+]. The catalyst is C(#N)C.O.C1C=CC(P(C2C=CC=CC=2)C2C=CC=CC=2)=CC=1.C1C=CC(P(C2C=CC=CC=2)C2C=CC=CC=2)=CC=1.Cl[Pd]Cl. The product is [N:15]1[CH:16]=[CH:17][CH:18]=[CH:19][C:14]=1[C:4]1[CH:5]=[C:6]([CH:10]=[CH:11][CH:12]=1)[C:7]([OH:9])=[O:8]. The yield is 0.850. (7) The reactants are [Br:1][C:2]1[CH:7]=[C:6]([CH2:8][CH3:9])[N:5]=[C:4]([S:10][CH2:11][CH3:12])[C:3]=1N.[H+].[B-](F)(F)(F)F.N(OCCC(C)C)=O.O[PH2]=O. The catalyst is CCO. The product is [Br:1][C:2]1[CH:7]=[C:6]([CH2:8][CH3:9])[N:5]=[C:4]([S:10][CH2:11][CH3:12])[CH:3]=1. The yield is 0.760. (8) The reactants are [NH2:1][C:2]1[CH:11]=[CH:10][C:9]2[NH:8][C:7](=[O:12])[C:6]3[NH:13][CH:14]=[CH:15][C:5]=3[C:4]=2[CH:3]=1.Cl.[CH2:17]([C:19]([OH:21])=[O:20])[CH3:18].[N+:22]([C:25]1[CH:30]=[CH:29][C:28]([S:31](Cl)(=[O:33])=[O:32])=[CH:27][CH:26]=1)([O-:24])=[O:23]. No catalyst specified. The product is [N+:22]([C:25]1[CH:26]=[CH:27][C:28]([S:31]([NH:1][C:2]2[CH:11]=[CH:10][C:9]3[NH:8][C:7](=[O:12])[C:6]4[NH:13][CH:14]=[CH:15][C:5]=4[C:4]=3[CH:3]=2)(=[O:33])=[O:32])=[CH:29][CH:30]=1)([O-:24])=[O:23].[CH2:17]([C:19]([O-:21])=[O:20])[CH3:18]. The yield is 0.0600.